From a dataset of Forward reaction prediction with 1.9M reactions from USPTO patents (1976-2016). Predict the product of the given reaction. Given the reactants [F:1][C:2]1[CH:7]=[CH:6][C:5]([C:8]2[O:9][C:10]3[CH:20]=[C:19]([CH2:21][C:22]([O:24][CH3:25])=[O:23])[C:18]([C:26]4[CH:27]=[C:28]([CH:36]=[CH:37][CH:38]=4)[C:29]([O:31]C(C)(C)C)=[O:30])=[CH:17][C:11]=3[C:12]=2[C:13](=[O:16])[NH:14][CH3:15])=[CH:4][CH:3]=1.C(O)(C(F)(F)F)=O, predict the reaction product. The product is: [F:1][C:2]1[CH:3]=[CH:4][C:5]([C:8]2[O:9][C:10]3[CH:20]=[C:19]([CH2:21][C:22]([O:24][CH3:25])=[O:23])[C:18]([C:26]4[CH:27]=[C:28]([CH:36]=[CH:37][CH:38]=4)[C:29]([OH:31])=[O:30])=[CH:17][C:11]=3[C:12]=2[C:13](=[O:16])[NH:14][CH3:15])=[CH:6][CH:7]=1.